This data is from Reaction yield outcomes from USPTO patents with 853,638 reactions. The task is: Predict the reaction yield, written as a fraction of the theoretical maximum amount of product (1.0 means a 100% yield; for example, 0.34 means a 34% yield). (1) The reactants are [NH2:1][C:2]1[N:7]=[C:6]([CH:8]2[CH2:10][CH2:9]2)[C:5]([CH2:11][NH:12]C(=O)OC(C)(C)C)=[CH:4][CH:3]=1.CCOC(C)=O.[ClH:26]. The catalyst is CCOC(C)=O. The product is [ClH:26].[NH2:12][CH2:11][C:5]1[CH:4]=[CH:3][C:2]([NH2:1])=[N:7][C:6]=1[CH:8]1[CH2:10][CH2:9]1. The yield is 0.530. (2) The reactants are P(Cl)(Cl)(Cl)=O.Cl.[NH2:7][C:8]1[CH:9]=[C:10]([CH:19]=[CH:20][CH:21]=1)[CH2:11][N:12]1[C:16](=[O:17])[CH2:15][S:14][C:13]1=[O:18].[O:22]([C:29]1[CH:30]=[C:31]([CH2:35][C:36](O)=[O:37])[CH:32]=[CH:33][CH:34]=1)[C:23]1[CH:28]=[CH:27][CH:26]=[CH:25][CH:24]=1.N1C=CC=CC=1.Cl. The catalyst is O1CCCC1. The product is [O:22]([C:29]1[CH:30]=[C:31]([CH2:35][C:36]([NH:7][C:8]2[CH:9]=[C:10]([CH:19]=[CH:20][CH:21]=2)[CH2:11][N:12]2[C:16](=[O:17])[CH2:15][S:14][C:13]2=[O:18])=[O:37])[CH:32]=[CH:33][CH:34]=1)[C:23]1[CH:24]=[CH:25][CH:26]=[CH:27][CH:28]=1. The yield is 0.631. (3) The reactants are [C:1]([CH:4]([C:9]([C:11]1[CH:16]=[CH:15][CH:14]=[CH:13][CH:12]=1)=[CH2:10])[C:5]([O:7][CH3:8])=[O:6])(=[O:3])[CH3:2].[CH2:17]([Zn]CC)C.ICI.O. The catalyst is C(Cl)Cl.C1(C)C=CC=CC=1. The product is [O:3]=[C:1]([CH3:2])[CH:4]([C:9]1([C:11]2[CH:12]=[CH:13][CH:14]=[CH:15][CH:16]=2)[CH2:17][CH2:10]1)[C:5]([O:7][CH3:8])=[O:6]. The yield is 0.260. (4) The yield is 0.490. The product is [CH2:1]([O:3][C:4]([C:6]1[S:10][C:9]([CH3:11])=[N:8][C:7]=1[NH:30][CH2:23][C:24]1[CH:29]=[CH:28][CH:27]=[CH:26][CH:25]=1)=[O:5])[CH3:2]. The reactants are [CH2:1]([O:3][C:4]([C:6]1[S:10][C:9]([CH3:11])=[N:8][C:7]=1OS(C1C=CC(C)=CC=1)(=O)=O)=[O:5])[CH3:2].[CH2:23]([NH2:30])[C:24]1[CH:29]=[CH:28][CH:27]=[CH:26][CH:25]=1. The catalyst is O1CCOCC1. (5) The reactants are CC1(C)C(C)(C)OB([C:9]2[CH2:14][CH:13]([C:15]([F:18])([F:17])[F:16])[CH2:12][C:11](=[O:19])[CH:10]=2)O1.Cl[C:22]1[CH:27]=[CH:26][N:25]=[CH:24][C:23]=1[N+:28]([O-:30])=[O:29].C([O-])([O-])=O.[Na+].[Na+].N#N.C(Cl)Cl. The catalyst is C1C=CC(P(C2C=CC=CC=2)[C-]2C=CC=C2)=CC=1.C1C=CC(P(C2C=CC=CC=2)[C-]2C=CC=C2)=CC=1.Cl[Pd]Cl.[Fe+2].O1CCOCC1. The product is [N+:28]([C:23]1[CH:24]=[N:25][CH:26]=[CH:27][C:22]=1[C:9]1[CH2:14][CH:13]([C:15]([F:16])([F:17])[F:18])[CH2:12][C:11](=[O:19])[CH:10]=1)([O-:30])=[O:29]. The yield is 0.520.